Predict the reactants needed to synthesize the given product. From a dataset of Full USPTO retrosynthesis dataset with 1.9M reactions from patents (1976-2016). The reactants are: [Br:1][C:2]1[CH:3]=[C:4]2[C:8](=[CH:9][CH:10]=1)[NH:7][C:6](=[O:11])[C:5]2=O.[C:13]([C:16]1[O:17][CH:18]=[CH:19][CH:20]=1)(=O)[CH3:14].[OH-:21].[Na+].O. Given the product [Br:1][C:2]1[CH:3]=[C:4]2[C:8](=[CH:9][CH:10]=1)[N:7]=[C:13]([C:16]1[O:17][CH:18]=[CH:19][CH:20]=1)[CH:14]=[C:5]2[C:6]([OH:11])=[O:21], predict the reactants needed to synthesize it.